This data is from Reaction yield outcomes from USPTO patents with 853,638 reactions. The task is: Predict the reaction yield, written as a fraction of the theoretical maximum amount of product (1.0 means a 100% yield; for example, 0.34 means a 34% yield). (1) The catalyst is CN(C)C=O. The reactants are [CH:1]1([CH2:6][CH:7]([C:11]2[CH:16]=[CH:15][C:14]([N+:17]([O-:19])=[O:18])=[CH:13][CH:12]=2)[C:8]([OH:10])=O)[CH2:5][CH2:4][CH2:3][CH2:2]1.F[P-](F)(F)(F)(F)F.N1(OC(N(C)C)=[N+](C)C)C2C=CC=CC=2N=N1.[CH2:44]([O:46][C:47](=[O:55])[CH2:48][C:49]1[N:50]=[C:51]([NH2:54])[S:52][CH:53]=1)[CH3:45].C(N(CC)C(C)C)(C)C.Cl. The product is [CH2:44]([O:46][C:47](=[O:55])[CH2:48][C:49]1[N:50]=[C:51]([NH:54][C:8](=[O:10])[CH:7]([C:11]2[CH:16]=[CH:15][C:14]([N+:17]([O-:19])=[O:18])=[CH:13][CH:12]=2)[CH2:6][CH:1]2[CH2:2][CH2:3][CH2:4][CH2:5]2)[S:52][CH:53]=1)[CH3:45]. The yield is 0.394. (2) The reactants are C[O:2][C:3](=[O:44])[C:4]1[CH:9]=[CH:8][C:7]([O:10][CH2:11][CH2:12][CH2:13][O:14]/[N:15]=[CH:16]/[C:17]2[CH:22]=[CH:21][C:20]([C:23]([CH3:26])([CH3:25])[CH3:24])=[CH:19][CH:18]=2)=[CH:6][C:5]=1[NH:27][C:28](=[O:43])/[CH:29]=[CH:30]/[C:31]1[CH:36]=[CH:35][C:34]([C:37]2[CH:42]=[CH:41][CH:40]=[CH:39][CH:38]=2)=[CH:33][CH:32]=1.[OH-].[K+]. The catalyst is C1COCC1.CO. The product is [C:34]1([C:37]2[CH:42]=[CH:41][CH:40]=[CH:39][CH:38]=2)[CH:33]=[CH:32][C:31](/[CH:30]=[CH:29]/[C:28]([NH:27][C:5]2[CH:6]=[C:7]([O:10][CH2:11][CH2:12][CH2:13][O:14]/[N:15]=[CH:16]/[C:17]3[CH:18]=[CH:19][C:20]([C:23]([CH3:26])([CH3:25])[CH3:24])=[CH:21][CH:22]=3)[CH:8]=[CH:9][C:4]=2[C:3]([OH:44])=[O:2])=[O:43])=[CH:36][CH:35]=1. The yield is 0.680. (3) The reactants are Br[C:2]1[N:6]([S:7]([C:10]2[CH:15]=[CH:14][CH:13]=[CH:12][CH:11]=2)(=[O:9])=[O:8])[C:5]([CH3:16])=[C:4]([CH:17]=[O:18])[CH:3]=1.[N:19]1[CH:24]=[CH:23][CH:22]=[C:21](B(O)O)[CH:20]=1.C(=O)([O-])[O-].[Na+].[Na+]. The catalyst is COCCOC.O.C1C=CC([P]([Pd]([P](C2C=CC=CC=2)(C2C=CC=CC=2)C2C=CC=CC=2)([P](C2C=CC=CC=2)(C2C=CC=CC=2)C2C=CC=CC=2)[P](C2C=CC=CC=2)(C2C=CC=CC=2)C2C=CC=CC=2)(C2C=CC=CC=2)C2C=CC=CC=2)=CC=1. The product is [CH3:16][C:5]1[N:6]([S:7]([C:10]2[CH:15]=[CH:14][CH:13]=[CH:12][CH:11]=2)(=[O:9])=[O:8])[C:2]([C:21]2[CH:20]=[N:19][CH:24]=[CH:23][CH:22]=2)=[CH:3][C:4]=1[CH:17]=[O:18]. The yield is 0.720. (4) The reactants are C(O[Li])(C)=O.[C:6]1([S:12]([O:15][C:16]2[C:25]([Br:26])=[C:24]3[C:19]([CH:20]=[CH:21][C:22]([CH:27]=[O:28])=[N:23]3)=[CH:18][CH:17]=2)(=[O:14])=[O:13])[CH:11]=[CH:10][CH:9]=[CH:8][CH:7]=1.[Si]([CH2:33][C:34]#[N:35])(C)(C)C. The catalyst is CN(C=O)C. The product is [C:6]1([S:12]([O:15][C:16]2[C:25]([Br:26])=[C:24]3[C:19]([CH:20]=[CH:21][C:22]([CH:27]([OH:28])[CH2:33][C:34]#[N:35])=[N:23]3)=[CH:18][CH:17]=2)(=[O:14])=[O:13])[CH:7]=[CH:8][CH:9]=[CH:10][CH:11]=1. The yield is 0.500. (5) The reactants are CS(C)=O.[F:5][C:6]1[CH:7]=[CH:8][C:9]([O:12][CH2:13][C:14]2[CH:19]=[CH:18][C:17](/[CH:20]=[CH:21]/[N+:22]([O-:24])=[O:23])=[CH:16][CH:15]=2)=[N:10][CH:11]=1.[BH4-].[Na+]. The catalyst is C(O)(=O)C. The product is [F:5][C:6]1[CH:7]=[CH:8][C:9]([O:12][CH2:13][C:14]2[CH:19]=[CH:18][C:17]([CH2:20][CH2:21][N+:22]([O-:24])=[O:23])=[CH:16][CH:15]=2)=[N:10][CH:11]=1. The yield is 0.560. (6) The reactants are [N+:1]([C:4]1[CH:12]=[CH:11][C:7]([C:8]([OH:10])=[O:9])=[CH:6][CH:5]=1)([O-:3])=[O:2].C(Cl)(=O)C(Cl)=O.[CH2:19]([O:21][C:22]([C@@:24]1([NH:29][C:30]([N:32]2[CH2:36][C@H:35](O)[CH2:34][C@H:33]2[C:38](=[O:47])[N:39]([CH2:41][CH2:42][CH2:43][CH2:44][CH:45]=[CH2:46])[CH3:40])=[O:31])[CH2:26][C@@H:25]1[CH:27]=[CH2:28])=[O:23])[CH3:20].C(N(CC)CC)C. The catalyst is C(Cl)Cl.C(Cl)Cl.CO.CN(C=O)C. The product is [N+:1]([C:4]1[CH:5]=[CH:6][C:7]([C:8]([O:10][C@@H:35]2[CH2:34][C@@H:33]([C:38](=[O:47])[N:39]([CH2:41][CH2:42][CH2:43][CH2:44][CH:45]=[CH2:46])[CH3:40])[N:32]([C:30](=[O:31])[NH:29][C@:24]3([C:22]([O:21][CH2:19][CH3:20])=[O:23])[CH2:26][C@H:25]3[CH:27]=[CH2:28])[CH2:36]2)=[O:9])=[CH:11][CH:12]=1)([O-:3])=[O:2]. The yield is 0.930. (7) The reactants are [OH:1][CH2:2][C:3]([NH:5][NH2:6])=[O:4].[CH3:7][N:8]=[C:9]=[S:10]. The catalyst is CCO. The product is [OH:1][CH2:2][C:3]([NH:5][NH:6][C:9]([SH:10])=[N:8][CH3:7])=[O:4]. The yield is 1.00.